Dataset: Forward reaction prediction with 1.9M reactions from USPTO patents (1976-2016). Task: Predict the product of the given reaction. (1) Given the reactants I[C:2]1[CH:7]=[CH:6][CH:5]=[CH:4][C:3]=1[NH:8][C:9]([NH:11][CH3:12])=[O:10].[F:13][C:14]1[CH:19]=[CH:18][C:17]([C:20]2[CH:21]=[C:22]3[C:27](=[CH:28][CH:29]=2)[CH:26]=[C:25]([S:30]([O-:32])=[O:31])[CH:24]=[CH:23]3)=[CH:16][CH:15]=1.[Na+], predict the reaction product. The product is: [F:13][C:14]1[CH:19]=[CH:18][C:17]([C:20]2[CH:21]=[C:22]3[C:27](=[CH:28][CH:29]=2)[CH:26]=[C:25]([S:30]([C:2]2[CH:7]=[CH:6][CH:5]=[CH:4][C:3]=2[NH:8][C:9]([NH:11][CH3:12])=[O:10])(=[O:32])=[O:31])[CH:24]=[CH:23]3)=[CH:16][CH:15]=1. (2) Given the reactants [Li]CCCC.[C:6]([CH:8]1[CH2:13][CH2:12][N:11]([C:14]([O:16][C:17]([CH3:20])([CH3:19])[CH3:18])=[O:15])[CH2:10][CH2:9]1)#[N:7].Br[CH2:22][CH2:23][CH2:24][Cl:25].[NH4+].[Cl-], predict the reaction product. The product is: [Cl:25][CH2:24][CH2:23][CH2:22][C:8]1([C:6]#[N:7])[CH2:13][CH2:12][N:11]([C:14]([O:16][C:17]([CH3:20])([CH3:19])[CH3:18])=[O:15])[CH2:10][CH2:9]1. (3) Given the reactants C([Mg]Br)(C)C.Br[C:7]1[CH:8]=[N:9][CH:10]=[CH:11][CH:12]=1.COCN[C:17](=[O:27])[CH2:18][NH:19][C:20](=[O:26])[O:21][C:22]([CH3:25])([CH3:24])[CH3:23], predict the reaction product. The product is: [O:27]=[C:17]([C:7]1[CH:8]=[N:9][CH:10]=[CH:11][CH:12]=1)[CH2:18][NH:19][C:20](=[O:26])[O:21][C:22]([CH3:24])([CH3:23])[CH3:25]. (4) Given the reactants [NH:1]1[C:5]2=[N:6][CH:7]=[CH:8][CH:9]=[C:4]2[CH:3]=[CH:2]1.[Al+3].[Cl-].[Cl-].[Cl-].[C:14]1([CH2:20][C:21](Cl)=[O:22])[CH:19]=[CH:18][CH:17]=[CH:16][CH:15]=1.O, predict the reaction product. The product is: [C:14]1([CH2:20][C:21]([C:3]2[C:4]3[C:5](=[N:6][CH:7]=[CH:8][CH:9]=3)[NH:1][CH:2]=2)=[O:22])[CH:19]=[CH:18][CH:17]=[CH:16][CH:15]=1. (5) Given the reactants [C:1]([O:5][C:6]([N:8]1[CH2:13][CH2:12][CH:11]([O:14][C:15]2[CH:20]=[C:19]([O:21][CH2:22][CH2:23][O:24][CH3:25])[CH:18]=[CH:17][C:16]=2/[CH:26]=[CH:27]/[C:28]([OH:30])=O)[CH2:10][CH2:9]1)=[O:7])([CH3:4])([CH3:3])[CH3:2].Cl.C(N=C=NCCCN(C)C)C.[CH2:43]([S:48]([NH2:51])(=[O:50])=[O:49])[CH2:44][CH2:45][CH2:46][CH3:47].O, predict the reaction product. The product is: [CH3:25][O:24][CH2:23][CH2:22][O:21][C:19]1[CH:18]=[CH:17][C:16](/[CH:26]=[CH:27]/[C:28](=[O:30])[NH:51][S:48]([CH2:43][CH2:44][CH2:45][CH2:46][CH3:47])(=[O:50])=[O:49])=[C:15]([CH:20]=1)[O:14][CH:11]1[CH2:12][CH2:13][N:8]([C:6]([O:5][C:1]([CH3:2])([CH3:4])[CH3:3])=[O:7])[CH2:9][CH2:10]1. (6) The product is: [CH2:8]([O:4][C:3](=[O:5])[C:2](=[O:1])[CH2:6][CH3:7])[C:9]1[CH:14]=[CH:13][CH:12]=[CH:11][CH:10]=1. Given the reactants [O:1]=[C:2]([CH2:6][CH3:7])[C:3]([OH:5])=[O:4].[CH2:8](O)[C:9]1[CH:14]=[CH:13][CH:12]=[CH:11][CH:10]=1.O, predict the reaction product. (7) Given the reactants [C:1]([O:5][C:6](=[O:31])[N:7]([C@H:22]([C:24]1[CH:29]=[CH:28][C:27](Br)=[CH:26][CH:25]=1)[CH3:23])[CH2:8][CH2:9][C:10]1[CH:15]=[C:14]([O:16][CH3:17])[C:13]([N+:18]([O-:20])=[O:19])=[CH:12][C:11]=1[Cl:21])([CH3:4])([CH3:3])[CH3:2].[C:32]([N:39]1[CH2:44][CH2:43][NH:42][CH2:41][CH2:40]1)([O:34][C:35]([CH3:38])([CH3:37])[CH3:36])=[O:33].C(=O)([O-])[O-].[Cs+].[Cs+], predict the reaction product. The product is: [C:35]([O:34][C:32]([N:39]1[CH2:44][CH2:43][N:42]([C:27]2[CH:28]=[CH:29][C:24]([C@@H:22]([N:7]([C:6]([O:5][C:1]([CH3:4])([CH3:3])[CH3:2])=[O:31])[CH2:8][CH2:9][C:10]3[CH:15]=[C:14]([O:16][CH3:17])[C:13]([N+:18]([O-:20])=[O:19])=[CH:12][C:11]=3[Cl:21])[CH3:23])=[CH:25][CH:26]=2)[CH2:41][CH2:40]1)=[O:33])([CH3:38])([CH3:36])[CH3:37]. (8) The product is: [NH2:1][C:2]1[C:11]2[N:10]=[CH:9][C:8]([CH2:12][CH2:13][C:14]3[CH:39]=[CH:38][C:17]([O:18][CH2:19][C:20]4[CH:21]=[CH:22][C:23]([CH2:26][C:27]([P:30](=[O:31])([OH:34])[OH:37])([F:28])[F:29])=[CH:24][CH:25]=4)=[CH:16][C:15]=3[CH3:40])=[CH:7][C:6]=2[C:5]2[CH:41]=[CH:42][C:43]([CH3:45])=[CH:44][C:4]=2[N:3]=1. Given the reactants [NH2:1][C:2]1[C:11]2[N:10]=[CH:9][C:8]([CH2:12][CH2:13][C:14]3[CH:39]=[CH:38][C:17]([O:18][CH2:19][C:20]4[CH:25]=[CH:24][C:23]([CH2:26][C:27]([P:30](=[O:37])([O:34]CC)[O:31]CC)([F:29])[F:28])=[CH:22][CH:21]=4)=[CH:16][C:15]=3[CH3:40])=[CH:7][C:6]=2[C:5]2[CH:41]=[CH:42][C:43]([CH3:45])=[CH:44][C:4]=2[N:3]=1.C(O)(C(F)(F)F)=O, predict the reaction product. (9) Given the reactants [F:1][C:2]([F:13])([F:12])[C:3]1[CH:11]=[CH:10][C:6]([C:7]([NH2:9])=[S:8])=[CH:5][CH:4]=1.Cl[CH:15]([C:20]([CH3:22])=O)[C:16]([O:18][CH3:19])=[O:17].[OH-].[Na+], predict the reaction product. The product is: [CH3:22][C:20]1[N:9]=[C:7]([C:6]2[CH:10]=[CH:11][C:3]([C:2]([F:1])([F:12])[F:13])=[CH:4][CH:5]=2)[S:8][C:15]=1[C:16]([O:18][CH3:19])=[O:17].